This data is from Full USPTO retrosynthesis dataset with 1.9M reactions from patents (1976-2016). The task is: Predict the reactants needed to synthesize the given product. (1) Given the product [C:23]([C:22]1[CH:26]=[CH:27][C:19]([NH:18][C:13](=[O:15])[C:12]2[CH:11]=[CH:10][C:9]([O:8][CH2:7][C:2]3[CH:3]=[CH:4][CH:5]=[CH:6][N:1]=3)=[CH:17][CH:16]=2)=[C:20]([CH3:28])[CH:21]=1)(=[O:24])[NH2:25], predict the reactants needed to synthesize it. The reactants are: [N:1]1[CH:6]=[CH:5][CH:4]=[CH:3][C:2]=1[CH2:7][O:8][C:9]1[CH:17]=[CH:16][C:12]([C:13]([OH:15])=O)=[CH:11][CH:10]=1.[NH2:18][C:19]1[CH:27]=[CH:26][C:22]([C:23]([NH2:25])=[O:24])=[CH:21][C:20]=1[CH3:28].CN(C(ON1N=NC2C=CC=NC1=2)=[N+](C)C)C.F[P-](F)(F)(F)(F)F.CCN(C(C)C)C(C)C.[OH-].[Na+]. (2) Given the product [F:20][CH:16]([F:21])[N:5]1[CH:6]=[CH:7][CH:8]=[C:9]([C:10]([OH:12])=[O:11])[C:4]1=[O:3], predict the reactants needed to synthesize it. The reactants are: [H-].[Li+].[O:3]=[C:4]1[C:9]([C:10]([OH:12])=[O:11])=[CH:8][CH:7]=[CH:6][NH:5]1.[Br-].[Li+].Cl[C:16]([F:21])([F:20])C([O-])=O.[Na+].